From a dataset of Reaction yield outcomes from USPTO patents with 853,638 reactions. Predict the reaction yield, written as a fraction of the theoretical maximum amount of product (1.0 means a 100% yield; for example, 0.34 means a 34% yield). The reactants are Cl[C:2]1[CH:7]=[C:6]([CH2:8][C:9]2[CH:14]=[CH:13][CH:12]=[CH:11][CH:10]=2)[N:5]=[C:4]([S:15][CH3:16])[N:3]=1.[NH3:17]. The catalyst is C(O)(C)C. The product is [CH3:16][S:15][C:4]1[N:3]=[C:2]([NH2:17])[CH:7]=[C:6]([CH2:8][C:9]2[CH:14]=[CH:13][CH:12]=[CH:11][CH:10]=2)[N:5]=1. The yield is 0.790.